Dataset: Full USPTO retrosynthesis dataset with 1.9M reactions from patents (1976-2016). Task: Predict the reactants needed to synthesize the given product. (1) Given the product [NH2:12][C:10]1[CH:9]=[C:8]2[C:3]([CH:4]=[CH:5][CH:6]=[N:7]2)=[C:2]([Cl:1])[CH:11]=1, predict the reactants needed to synthesize it. The reactants are: [Cl:1][C:2]1[CH:11]=[C:10]([N+:12]([O-])=O)[CH:9]=[C:8]2[C:3]=1[CH:4]=[CH:5][CH:6]=[N:7]2.O.O.[Sn](Cl)Cl.Cl. (2) Given the product [C:4]1(/[CH:7]=[CH:8]/[C:11]2[CH:16]=[CH:15][CH:14]=[CH:13][CH:12]=2)[CH:5]=[CH:6][CH:1]=[CH:2][CH:3]=1, predict the reactants needed to synthesize it. The reactants are: [CH:1]1[CH:6]=[CH:5][C:4](/[CH:7]=[CH:8]/Br)=[CH:3][CH:2]=1.[I-].[C:11]1([Zn+])[CH:16]=[CH:15][CH:14]=[CH:13][CH:12]=1. (3) Given the product [F:1][C:2]1[CH:3]=[CH:4][C:5]([N:8]2[C:11](=[O:12])[C@H:10]([S:13][CH2:14][CH:15]([C:17]3[CH:18]=[CH:19][C:20]([F:23])=[CH:21][CH:22]=3)[OH:16])[C@H:9]2[C:24]2[CH:25]=[CH:26][C:27]([O:28][CH2:29][C:30]([NH:32][CH2:33][C:34]([NH:43][C@H:42]([C:44]([OH:46])=[O:45])[CH2:41][S:40][CH3:39])=[O:35])=[O:31])=[CH:37][CH:38]=2)=[CH:6][CH:7]=1, predict the reactants needed to synthesize it. The reactants are: [F:1][C:2]1[CH:7]=[CH:6][C:5]([N:8]2[C:11](=[O:12])[C@H:10]([S:13][CH2:14][C:15]([C:17]3[CH:22]=[CH:21][C:20]([F:23])=[CH:19][CH:18]=3)=[O:16])[C@H:9]2[C:24]2[CH:38]=[CH:37][C:27]([O:28][CH2:29][C:30]([NH:32][CH2:33][C:34](O)=[O:35])=[O:31])=[CH:26][CH:25]=2)=[CH:4][CH:3]=1.[CH3:39][S:40][CH2:41][C@@H:42]([C:44]([O:46]C(C)(C)C)=[O:45])[NH2:43].CN1CCOCC1.CN(C(ON1N=NC2C=CC=CC1=2)=[N+](C)C)C.[B-](F)(F)(F)F. (4) Given the product [Cl:1][C:2]1[CH:25]=[C:24]([Cl:26])[CH:23]=[CH:22][C:3]=1[C:4]([NH:6][CH2:7][C:8]1([CH2:18][CH:19]2[CH2:20][CH2:21]2)[CH2:9][CH2:10][C:11](=[O:12])[CH2:16][CH2:17]1)=[O:5], predict the reactants needed to synthesize it. The reactants are: [Cl:1][C:2]1[CH:25]=[C:24]([Cl:26])[CH:23]=[CH:22][C:3]=1[C:4]([NH:6][CH2:7][C:8]1([CH2:18][CH:19]2[CH2:21][CH2:20]2)[CH2:17][CH2:16][C:11]2(OCC[O:12]2)[CH2:10][CH2:9]1)=[O:5].Cl.[OH-].[Na+]. (5) Given the product [NH2:13][C:7]1([CH2:6][S:3]([N:2]([CH3:20])[CH3:1])(=[O:5])=[O:4])[CH2:8][CH2:9][CH2:10][CH2:11][CH2:12]1, predict the reactants needed to synthesize it. The reactants are: [CH3:1][N:2]([CH3:20])[S:3]([CH2:6][C:7]1([NH:13]S(C(C)(C)C)=O)[CH2:12][CH2:11][CH2:10][CH2:9][CH2:8]1)(=[O:5])=[O:4].Cl. (6) Given the product [F:1][C:2]1[CH:30]=[CH:29][CH:28]=[CH:27][C:3]=1[C:4]([NH:6][C:7]1[CH:19]=[C:18]([O:20][C:21]2[CH:26]=[CH:25][CH:24]=[CH:23][CH:22]=2)[CH:17]=[CH:16][C:8]=1[C:9]([OH:11])=[O:10])=[O:5], predict the reactants needed to synthesize it. The reactants are: [F:1][C:2]1[CH:30]=[CH:29][CH:28]=[CH:27][C:3]=1[C:4]([NH:6][C:7]1[CH:19]=[C:18]([O:20][C:21]2[CH:26]=[CH:25][CH:24]=[CH:23][CH:22]=2)[CH:17]=[CH:16][C:8]=1[C:9]([O:11]C(C)(C)C)=[O:10])=[O:5]. (7) Given the product [Cl:46][C:44]1[CH:43]=[C:42]([C:47]2([C:70]([F:72])([F:71])[F:73])[O:51][N:50]=[C:49]([C:52]3[CH:68]=[CH:67][C:55]([C:56]([NH:58][CH:59]4[CH2:63][O:62][N:61]([CH2:64][CH3:65])[C:60]4=[O:66])=[O:57])=[C:54]([CH3:69])[CH:53]=3)[CH2:48]2)[CH:41]=[C:40]([Cl:39])[CH:45]=1, predict the reactants needed to synthesize it. The reactants are: [OH-].[Na+].NO.ClC1C=C(C(C(F)(F)F)=CC(C2C=CC(C(N[C@@H]3CON(CC)C3=O)=O)=C(C)C=2)=O)C=C(Cl)C=1.[Cl:39][C:40]1[CH:41]=[C:42]([C:47]2([C:70]([F:73])([F:72])[F:71])[O:51][N:50]=[C:49]([C:52]3[CH:68]=[CH:67][C:55]([C:56]([NH:58][C@@H:59]4[CH2:63][O:62][N:61]([CH2:64][CH3:65])[C:60]4=[O:66])=[O:57])=[C:54]([CH3:69])[CH:53]=3)[CH2:48]2)[CH:43]=[C:44]([Cl:46])[CH:45]=1. (8) Given the product [Cl:1][C:2]1[CH:3]=[C:4]2[C:12](=[C:13]([NH:15][C:16]([C@@H:18]3[CH2:19][O:20][C:21]([CH3:28])([CH3:29])[CH2:22][N:23]3[CH2:24][C:25](=[O:27])[N:31]([CH2:32][CH2:33][OH:34])[CH3:30])=[O:17])[CH:14]=1)[NH:11][C:10]1[CH:9]=[N:8][CH:7]=[CH:6][C:5]2=1, predict the reactants needed to synthesize it. The reactants are: [Cl:1][C:2]1[CH:3]=[C:4]2[C:12](=[C:13]([NH:15][C:16]([C@H:18]3[N:23]([CH2:24][C:25]([OH:27])=O)[CH2:22][C:21]([CH3:29])([CH3:28])[O:20][CH2:19]3)=[O:17])[CH:14]=1)[NH:11][C:10]1[CH:9]=[N:8][CH:7]=[CH:6][C:5]2=1.[CH3:30][NH:31][CH2:32][CH2:33][OH:34]. (9) Given the product [O:2]=[C:3]1[CH2:8][CH2:7][N:6]([C:18]([O:17][C:14]([CH3:16])([CH3:15])[CH3:13])=[O:19])[CH2:5][CH:4]1[C:9]([O:11][CH3:12])=[O:10], predict the reactants needed to synthesize it. The reactants are: Cl.[O:2]=[C:3]1[CH2:8][CH2:7][NH:6][CH2:5][CH:4]1[C:9]([O:11][CH3:12])=[O:10].[CH3:13][C:14]([O:17][C:18](O[C:18]([O:17][C:14]([CH3:16])([CH3:15])[CH3:13])=[O:19])=[O:19])([CH3:16])[CH3:15].C(N(CC)CC)C.[NH4+].[Cl-]. (10) The reactants are: Cl[C:2]1[C:11]2[C:6](=[CH:7][C:8]([O:14][CH2:15][CH2:16][CH2:17][N:18]3[CH2:23][CH2:22][O:21][CH2:20][CH2:19]3)=[C:9]([O:12][CH3:13])[CH:10]=2)[N:5]=[CH:4][N:3]=1.[Cl:24][C:25]1[CH:33]=[C:32]([C:34]#[C:35][CH2:36][CH2:37][O:38][CH3:39])[C:28]2[O:29][CH2:30][O:31][C:27]=2[C:26]=1[NH2:40].C[Si]([N-][Si](C)(C)C)(C)C.[Na+]. Given the product [Cl:24][C:25]1[CH:33]=[C:32]([C:34]#[C:35][CH2:36][CH2:37][O:38][CH3:39])[C:28]2[O:29][CH2:30][O:31][C:27]=2[C:26]=1[NH:40][C:2]1[C:11]2[C:6](=[CH:7][C:8]([O:14][CH2:15][CH2:16][CH2:17][N:18]3[CH2:23][CH2:22][O:21][CH2:20][CH2:19]3)=[C:9]([O:12][CH3:13])[CH:10]=2)[N:5]=[CH:4][N:3]=1, predict the reactants needed to synthesize it.